This data is from Forward reaction prediction with 1.9M reactions from USPTO patents (1976-2016). The task is: Predict the product of the given reaction. (1) Given the reactants [CH2:1]([NH:7][C:8]1[CH:40]=[CH:39][C:11]([O:12][C:13]2[CH:14]=[CH:15][C:16]3[N:20]=[C:19]([CH2:21][O:22][C:23]4[CH:36]=[CH:35][C:26]([CH2:27][CH:28]5[S:32][C:31](=[O:33])[NH:30][C:29]5=[O:34])=[CH:25][CH:24]=4)[N:18]([CH3:37])[C:17]=3[CH:38]=2)=[CH:10][CH:9]=1)[CH2:2][CH2:3][CH2:4][CH2:5][CH3:6].[C:41]1([N:47]=[C:48]=[O:49])[CH:46]=[CH:45][CH:44]=[CH:43][CH:42]=1, predict the reaction product. The product is: [O:33]=[C:31]1[NH:30][C:29](=[O:34])[CH:28]([CH2:27][C:26]2[CH:35]=[CH:36][C:23]([O:22][CH2:21][C:19]3[N:18]([CH3:37])[C:17]4[CH:38]=[C:13]([O:12][C:11]5[CH:39]=[CH:40][C:8]([N:7]([CH2:1][CH2:2][CH2:3][CH2:4][CH2:5][CH3:6])[C:48]([NH:47][C:41]6[CH:46]=[CH:45][CH:44]=[CH:43][CH:42]=6)=[O:49])=[CH:9][CH:10]=5)[CH:14]=[CH:15][C:16]=4[N:20]=3)=[CH:24][CH:25]=2)[S:32]1. (2) Given the reactants [CH:1]1([CH:4]([OH:31])[C:5]2[CH:6]=[N:7][N:8]([CH2:10][C:11]3[CH:20]=[C:19]4[C:14]([C:15]([C:24]5[CH:29]=[CH:28][C:27]([F:30])=[CH:26][CH:25]=5)=[CH:16][C:17]([C:21]([NH2:23])=[O:22])=[N:18]4)=[CH:13][CH:12]=3)[CH:9]=2)[CH2:3][CH2:2]1.CC(OI1(OC(C)=O)(OC(C)=O)OC(=O)C2C=CC=CC1=2)=O.[O-]S([O-])(=S)=O.[Na+].[Na+].C(=O)([O-])O.[Na+], predict the reaction product. The product is: [CH:1]1([C:4]([C:5]2[CH:6]=[N:7][N:8]([CH2:10][C:11]3[CH:20]=[C:19]4[C:14]([C:15]([C:24]5[CH:29]=[CH:28][C:27]([F:30])=[CH:26][CH:25]=5)=[CH:16][C:17]([C:21]([NH2:23])=[O:22])=[N:18]4)=[CH:13][CH:12]=3)[CH:9]=2)=[O:31])[CH2:3][CH2:2]1. (3) Given the reactants [Si]([O:8][CH2:9][C@@H:10]1[CH2:15][CH2:14][CH2:13][C@H:12]([CH2:16][O:17][C:18]([CH3:27])([CH3:26])[C:19]([O:21]C(C)(C)C)=[O:20])[CH2:11]1)(C(C)(C)C)(C)C.[SiH](CC)(CC)CC.[CH3:35][C:36]1[O:40][C:39]([C:41]2[CH:46]=[CH:45][C:44]([CH3:47])=[CH:43][CH:42]=2)=[N:38][C:37]=1[CH:48]=O, predict the reaction product. The product is: [CH3:35][C:36]1[O:40][C:39]([C:41]2[CH:46]=[CH:45][C:44]([CH3:47])=[CH:43][CH:42]=2)=[N:38][C:37]=1[CH2:48][O:8][CH2:9][C@@H:10]1[CH2:15][CH2:14][CH2:13][C@H:12]([CH2:16][O:17][C:18]([CH3:26])([CH3:27])[C:19]([OH:21])=[O:20])[CH2:11]1. (4) Given the reactants [S:1]1[C:5]2[CH:6]=[CH:7][CH:8]=[CH:9][C:4]=2[N:3]=[C:2]1[S:10][S:11][C@H:12]1[N:15]([C@H:16]([C:30]([CH3:32])=[CH2:31])[C:17]([O:19][CH2:20][C:21]2[CH:26]=[CH:25][C:24]([N+:27]([O-:29])=[O:28])=[CH:23][CH:22]=2)=[O:18])[C:14](=[O:33])[C@@H:13]1[Br:34].C(N(CC)CC)C, predict the reaction product. The product is: [S:1]1[C:5]2[CH:6]=[CH:7][CH:8]=[CH:9][C:4]=2[N:3]=[C:2]1[S:10][S:11][C@H:12]1[N:15]([C:16](=[C:30]([CH3:32])[CH3:31])[C:17]([O:19][CH2:20][C:21]2[CH:26]=[CH:25][C:24]([N+:27]([O-:29])=[O:28])=[CH:23][CH:22]=2)=[O:18])[C:14](=[O:33])[C@@H:13]1[Br:34]. (5) Given the reactants [Cl:1][C:2]1[CH:7]=[CH:6][CH:5]=[C:4]([Cl:8])[C:3]=1[NH:9][NH2:10].C[O-].[Na+].C(O[CH:17]=[CH:18][C:19]#[N:20])C, predict the reaction product. The product is: [Cl:1][C:2]1[CH:7]=[CH:6][CH:5]=[C:4]([Cl:8])[C:3]=1[N:9]1[CH:17]=[CH:18][C:19]([NH2:20])=[N:10]1. (6) Given the reactants C([O:3][C:4]([C:6]1[CH:10]=[C:9]([C:11]2[N:15]3[C:16]4[C:21]([N:22]=[C:23]([NH:24][CH2:25][CH2:26][CH2:27][OH:28])[C:14]3=[N:13][CH:12]=2)=[CH:20][C:19]([C:29]([F:32])([F:31])[F:30])=[CH:18][CH:17]=4)[NH:8][N:7]=1)=O)C.[H-].[H-].[H-].[H-].[Li+].[Al+3].O1CCOCC1, predict the reaction product. The product is: [OH:3][CH2:4][C:6]1[CH:10]=[C:9]([C:11]2[N:15]3[C:16]4[C:21]([N:22]=[C:23]([NH:24][CH2:25][CH2:26][CH2:27][OH:28])[C:14]3=[N:13][CH:12]=2)=[CH:20][C:19]([C:29]([F:30])([F:32])[F:31])=[CH:18][CH:17]=4)[NH:8][N:7]=1. (7) Given the reactants [NH2:1][C:2]1[C:7]([C:8]([OH:10])=O)=[CH:6][C:5]([Cl:11])=[N:4][CH:3]=1.CCN=C=NCCCN(C)C.C1C=CC2N(O)N=NC=2C=1.[Si:33]([O:40][CH2:41][CH2:42][CH2:43][NH2:44])([C:36]([CH3:39])([CH3:38])[CH3:37])([CH3:35])[CH3:34], predict the reaction product. The product is: [NH2:1][C:2]1[C:7]([C:8]([NH:44][CH2:43][CH2:42][CH2:41][O:40][Si:33]([C:36]([CH3:39])([CH3:38])[CH3:37])([CH3:35])[CH3:34])=[O:10])=[CH:6][C:5]([Cl:11])=[N:4][CH:3]=1. (8) Given the reactants Br[C:2]1[CH:3]=[CH:4][C:5]2[N:6]([N:8]=[C:9]([NH:11][C:12](=[O:19])[C:13]3[CH:18]=[CH:17][CH:16]=[N:15][CH:14]=3)[N:10]=2)[CH:7]=1.[CH3:20][O:21][C:22]1[CH:27]=[C:26](B2OC(C)(C)C(C)(C)O2)[CH:25]=[CH:24][C:23]=1[OH:37].[ClH:38], predict the reaction product. The product is: [ClH:38].[OH:37][C:23]1[CH:24]=[CH:25][C:26]([C:2]2[CH:3]=[CH:4][C:5]3[N:6]([N:8]=[C:9]([NH:11][C:12](=[O:19])[C:13]4[CH:18]=[CH:17][CH:16]=[N:15][CH:14]=4)[N:10]=3)[CH:7]=2)=[CH:27][C:22]=1[O:21][CH3:20].